This data is from Reaction yield outcomes from USPTO patents with 853,638 reactions. The task is: Predict the reaction yield, written as a fraction of the theoretical maximum amount of product (1.0 means a 100% yield; for example, 0.34 means a 34% yield). (1) The reactants are [Br:1][C:2]1[CH:7]=[C:6]([O:8][CH2:9][CH3:10])[CH:5]=[CH:4][C:3]=1[N+:11]([O-])=O. The catalyst is CCO.[Fe]. The product is [Br:1][C:2]1[CH:7]=[C:6]([O:8][CH2:9][CH3:10])[CH:5]=[CH:4][C:3]=1[NH2:11]. The yield is 0.800. (2) The reactants are [CH2:1]([NH:3][C:4]([N:6]1[N:10]=[CH:9][C:8]2([CH2:14][CH2:13][CH2:12][CH2:11]2)[CH2:7]1)=[NH:5])[CH3:2].CCN(P1(N(C)CCCN1C)=NC(C)(C)C)CC.[CH3:33][C:34]1[CH:35]=[C:36]([S:47](Cl)(=[O:49])=[O:48])[CH:37]=[CH:38][C:39]=1[NH:40][C:41](=[O:46])[C:42]([F:45])([F:44])[F:43].Cl. The catalyst is CN(C=O)C. The product is [CH2:7]1[C:8]2([CH2:14][CH2:13][CH2:12][CH2:11]2)[CH:9]=[N:10][N:6]1[C:4](=[N:5][S:47]([C:36]1[CH:37]=[CH:38][C:39]([NH:40][C:41](=[O:46])[C:42]([F:43])([F:44])[F:45])=[C:34]([CH3:33])[CH:35]=1)(=[O:49])=[O:48])[NH:3][CH2:1][CH3:2]. The yield is 0.390.